The task is: Binary Classification. Given a drug SMILES string, predict its activity (active/inactive) in a high-throughput screening assay against a specified biological target.. This data is from HIV replication inhibition screening data with 41,000+ compounds from the AIDS Antiviral Screen. (1) The compound is CCOC(=O)CP(=S)(S)c1ccccc1.[NaH]. The result is 0 (inactive). (2) The molecule is Nc1ccccc1-c1noc(=O)[nH]1. The result is 0 (inactive). (3) The drug is O=C(C(=O)c1cc(-c2ccccc2)nc2ccc3ccccc3c12)c1ccccc1. The result is 0 (inactive). (4) The drug is COC1CC(OC2CCC3(C)C(CCC4C3CCC3(C)C(C5=CC(=O)OC5)C(OC(C)=O)CC43O)C2)OC(C)C1O. The result is 0 (inactive). (5) The compound is Cc1cn(CC2(CO)CCC2)c(=O)[nH]c1=O. The result is 0 (inactive). (6) The drug is CCn1cnc2[nH]cc(C#N)c2c1=O. The result is 0 (inactive).